This data is from Catalyst prediction with 721,799 reactions and 888 catalyst types from USPTO. The task is: Predict which catalyst facilitates the given reaction. (1) Reactant: [C:1]([O:5][C:6](=[O:34])[CH2:7][C@@H:8]([NH2:33])[C:9]([NH:11][C@H:12]([C:21]1[NH:22][C:23]([C:26]2[CH:31]=[CH:30][C:29]([I:32])=[CH:28][CH:27]=2)=[CH:24][N:25]=1)[C@H:13]([C:15]1[CH:20]=[CH:19][CH:18]=[CH:17][CH:16]=1)[CH3:14])=[O:10])([CH3:4])([CH3:3])[CH3:2].C(N(CC)C(C)C)(C)C.[O:44]=[C:45](Cl)OC(Cl)(Cl)Cl.C1(C)C=CC=CC=1.O1CCCC1. Product: [C:1]([O:5][C:6](=[O:34])[CH2:7][C@@H:8]1[C:9](=[O:10])[N:11]([C@H:12]([C:21]2[NH:22][C:23]([C:26]3[CH:31]=[CH:30][C:29]([I:32])=[CH:28][CH:27]=3)=[CH:24][N:25]=2)[C@H:13]([C:15]2[CH:20]=[CH:19][CH:18]=[CH:17][CH:16]=2)[CH3:14])[C:45](=[O:44])[NH:33]1)([CH3:2])([CH3:3])[CH3:4]. The catalyst class is: 7. (2) Reactant: [Cl:1][C:2]1[CH:39]=[CH:38][C:5]([O:6][C:7]2[CH:12]=[CH:11][N:10]=[C:9]3[N:13]([CH2:29][C:30]4[CH:35]=[CH:34][C:33]([O:36][CH3:37])=[CH:32][CH:31]=4)[N:14]=[C:15]([NH:16][C@@H:17]4[CH2:21][CH2:20][N:19]([C:22]([O:24][C:25]([CH3:28])([CH3:27])[CH3:26])=[O:23])[CH2:18]4)[C:8]=23)=[CH:4][CH:3]=1.[Li+].[CH3:41][Si]([N-][Si](C)(C)C)(C)C.CI. Product: [Cl:1][C:2]1[CH:39]=[CH:38][C:5]([O:6][C:7]2[CH:12]=[CH:11][N:10]=[C:9]3[N:13]([CH2:29][C:30]4[CH:31]=[CH:32][C:33]([O:36][CH3:37])=[CH:34][CH:35]=4)[N:14]=[C:15]([N:16]([CH3:41])[C@@H:17]4[CH2:21][CH2:20][N:19]([C:22]([O:24][C:25]([CH3:28])([CH3:27])[CH3:26])=[O:23])[CH2:18]4)[C:8]=23)=[CH:4][CH:3]=1. The catalyst class is: 1.